Dataset: Full USPTO retrosynthesis dataset with 1.9M reactions from patents (1976-2016). Task: Predict the reactants needed to synthesize the given product. (1) Given the product [Br:16][C:17]1[CH:22]=[CH:21][C:20]([F:26])=[C:19]([C:2]2[N:7]=[C:6]([C:8]([NH2:10])=[O:9])[C:5]([NH:11][CH:12]3[CH2:15][O:14][CH2:13]3)=[CH:4][CH:3]=2)[CH:18]=1, predict the reactants needed to synthesize it. The reactants are: Br[C:2]1[N:7]=[C:6]([C:8]([NH2:10])=[O:9])[C:5]([NH:11][CH:12]2[CH2:15][O:14][CH2:13]2)=[CH:4][CH:3]=1.[Br:16][C:17]1[CH:18]=[CH:19][C:20]([F:26])=[C:21](B(O)O)[CH:22]=1. (2) Given the product [Cl:2][C:3]1[C:4]([F:28])=[C:5]([CH:25]=[CH:26][CH:27]=1)[NH:6][C:7]1[C:16]2[C:11](=[CH:12][C:13]([O:23][CH3:24])=[C:14]([O:17][C@H:18]3[CH2:22][CH2:21][N:20]([S:31](=[O:33])(=[O:32])[N:30]([CH3:35])[CH3:29])[CH2:19]3)[CH:15]=2)[N:10]=[CH:9][N:8]=1, predict the reactants needed to synthesize it. The reactants are: Cl.[Cl:2][C:3]1[C:4]([F:28])=[C:5]([CH:25]=[CH:26][CH:27]=1)[NH:6][C:7]1[C:16]2[C:11](=[CH:12][C:13]([O:23][CH3:24])=[C:14]([O:17][C@H:18]3[CH2:22][CH2:21][NH:20][CH2:19]3)[CH:15]=2)[N:10]=[CH:9][N:8]=1.[CH3:29][N:30]([CH3:35])[S:31](Cl)(=[O:33])=[O:32].